From a dataset of Full USPTO retrosynthesis dataset with 1.9M reactions from patents (1976-2016). Predict the reactants needed to synthesize the given product. (1) Given the product [CH3:27][O:28][C:29](=[O:38])[C:30]1[CH:35]=[CH:34][CH:33]=[C:32]([CH2:36][O:8][C:6]2[CH:7]=[C:2]([Cl:1])[CH:3]=[CH:4][C:5]=2[C:9]2[N:13]([CH2:14][CH:15]3[CH2:16][CH2:17][CH2:18][CH2:19][CH2:20]3)[C:12]3[CH:21]=[C:22]([F:26])[C:23]([F:25])=[CH:24][C:11]=3[N:10]=2)[CH:31]=1, predict the reactants needed to synthesize it. The reactants are: [Cl:1][C:2]1[CH:3]=[CH:4][C:5]([C:9]2[N:13]([CH2:14][CH:15]3[CH2:20][CH2:19][CH2:18][CH2:17][CH2:16]3)[C:12]3[CH:21]=[C:22]([F:26])[C:23]([F:25])=[CH:24][C:11]=3[N:10]=2)=[C:6]([OH:8])[CH:7]=1.[CH3:27][O:28][C:29](=[O:38])[C:30]1[CH:35]=[CH:34][CH:33]=[C:32]([CH2:36]Br)[CH:31]=1. (2) Given the product [S:20]1[CH:7]=[C:8]([C:10]2[N:11]=[CH:12][S:13][CH:14]=2)[N:19]=[C:18]1[CH2:17][C:15]#[N:16], predict the reactants needed to synthesize it. The reactants are: CN(C)C=O.Cl[CH2:7][C:8]([C:10]1[N:11]=[CH:12][S:13][CH:14]=1)=O.[C:15]([CH2:17][C:18](=[S:20])[NH2:19])#[N:16].C(=O)([O-])[O-].[K+].[K+].